From a dataset of NCI-60 drug combinations with 297,098 pairs across 59 cell lines. Regression. Given two drug SMILES strings and cell line genomic features, predict the synergy score measuring deviation from expected non-interaction effect. (1) Drug 1: CN1CCC(CC1)COC2=C(C=C3C(=C2)N=CN=C3NC4=C(C=C(C=C4)Br)F)OC. Drug 2: C1=NC(=NC(=O)N1C2C(C(C(O2)CO)O)O)N. Cell line: PC-3. Synergy scores: CSS=11.8, Synergy_ZIP=-4.18, Synergy_Bliss=0.613, Synergy_Loewe=-8.56, Synergy_HSA=1.79. (2) Drug 1: CC1=CC2C(CCC3(C2CCC3(C(=O)C)OC(=O)C)C)C4(C1=CC(=O)CC4)C. Drug 2: CS(=O)(=O)OCCCCOS(=O)(=O)C. Cell line: UACC-257. Synergy scores: CSS=-5.26, Synergy_ZIP=4.00, Synergy_Bliss=-0.0652, Synergy_Loewe=-4.76, Synergy_HSA=-5.22. (3) Drug 1: CC(C1=C(C=CC(=C1Cl)F)Cl)OC2=C(N=CC(=C2)C3=CN(N=C3)C4CCNCC4)N. Drug 2: CCC1(CC2CC(C3=C(CCN(C2)C1)C4=CC=CC=C4N3)(C5=C(C=C6C(=C5)C78CCN9C7C(C=CC9)(C(C(C8N6C)(C(=O)OC)O)OC(=O)C)CC)OC)C(=O)OC)O.OS(=O)(=O)O. Cell line: OVCAR-5. Synergy scores: CSS=21.4, Synergy_ZIP=6.29, Synergy_Bliss=11.2, Synergy_Loewe=-3.08, Synergy_HSA=10.3. (4) Drug 1: CC1=C2C(C(=O)C3(C(CC4C(C3C(C(C2(C)C)(CC1OC(=O)C(C(C5=CC=CC=C5)NC(=O)C6=CC=CC=C6)O)O)OC(=O)C7=CC=CC=C7)(CO4)OC(=O)C)O)C)OC(=O)C. Drug 2: C1CCC(C(C1)N)N.C(=O)(C(=O)[O-])[O-].[Pt+4]. Cell line: HOP-92. Synergy scores: CSS=24.1, Synergy_ZIP=-2.39, Synergy_Bliss=-2.52, Synergy_Loewe=-0.993, Synergy_HSA=0.310. (5) Drug 1: CC=C1C(=O)NC(C(=O)OC2CC(=O)NC(C(=O)NC(CSSCCC=C2)C(=O)N1)C(C)C)C(C)C. Drug 2: C1C(C(OC1N2C=NC(=NC2=O)N)CO)O. Cell line: HCT-15. Synergy scores: CSS=2.21, Synergy_ZIP=-4.87, Synergy_Bliss=-4.20, Synergy_Loewe=-3.73, Synergy_HSA=-2.48. (6) Drug 1: CS(=O)(=O)C1=CC(=C(C=C1)C(=O)NC2=CC(=C(C=C2)Cl)C3=CC=CC=N3)Cl. Drug 2: CCN(CC)CCNC(=O)C1=C(NC(=C1C)C=C2C3=C(C=CC(=C3)F)NC2=O)C. Cell line: NCIH23. Synergy scores: CSS=-6.25, Synergy_ZIP=0.875, Synergy_Bliss=-5.51, Synergy_Loewe=-9.74, Synergy_HSA=-9.41. (7) Drug 1: C1=NC2=C(N=C(N=C2N1C3C(C(C(O3)CO)O)F)Cl)N. Drug 2: CC1=C(C(=O)C2=C(C1=O)N3CC4C(C3(C2COC(=O)N)OC)N4)N. Cell line: MDA-MB-435. Synergy scores: CSS=11.8, Synergy_ZIP=-5.38, Synergy_Bliss=-2.91, Synergy_Loewe=-0.515, Synergy_HSA=-2.18. (8) Drug 1: C1C(C(OC1N2C=C(C(=O)NC2=O)F)CO)O. Drug 2: CS(=O)(=O)OCCCCOS(=O)(=O)C. Cell line: MOLT-4. Synergy scores: CSS=56.8, Synergy_ZIP=0.948, Synergy_Bliss=2.11, Synergy_Loewe=-16.8, Synergy_HSA=2.43.